Dataset: Catalyst prediction with 721,799 reactions and 888 catalyst types from USPTO. Task: Predict which catalyst facilitates the given reaction. (1) Reactant: [CH3:1][C:2]([CH3:7])([C:5]#[N:6])[C:3]#[N:4].[C:8](#[N:10])[CH3:9].O. Product: [NH2:4][C:3]([C:2]([CH3:7])([CH3:1])[C:5]#[N:6])=[CH:9][C:8]#[N:10]. The catalyst class is: 11. (2) Product: [F:8][C:7]([F:9])=[CH:47][C:45]1[N:46]=[C:42]([C:39]2[CH:38]=[CH:37][C:36]([C:33]3[CH:34]=[CH:35][C:30]([O:29][CH2:28][C:27]4[CH:57]=[CH:58][C:24]([O:23][CH3:22])=[CH:25][CH:26]=4)=[CH:31][CH:32]=3)=[N:41][CH:40]=2)[N:43]([CH2:49][O:50][CH2:51][CH2:52][Si:53]([CH3:54])([CH3:55])[CH3:56])[CH:44]=1. The catalyst class is: 69. Reactant: O1CCCC1.Br[C:7](Br)([F:9])[F:8].CN(C)P(=O)(N(C)C)N(C)C.[CH3:22][O:23][C:24]1[CH:58]=[CH:57][C:27]([CH2:28][O:29][C:30]2[CH:35]=[CH:34][C:33]([C:36]3[N:41]=[CH:40][C:39]([C:42]4[N:43]([CH2:49][O:50][CH2:51][CH2:52][Si:53]([CH3:56])([CH3:55])[CH3:54])[CH:44]=[C:45]([CH:47]=O)[N:46]=4)=[CH:38][CH:37]=3)=[CH:32][CH:31]=2)=[CH:26][CH:25]=1. (3) Reactant: [Si:1]([O:8][C@H:9]1[C@H:16]2[C@H:12]([N:13](S(C3C=CC=CC=3[N+]([O-])=O)(=O)=O)[C:14](=[O:17])[O:15]2)[CH2:11][CH2:10]1)([C:4]([CH3:7])([CH3:6])[CH3:5])([CH3:3])[CH3:2].C([O-])([O-])=O.[Cs+].[Cs+].C(N[C@H](C(O)=O)CS)(=O)C. Product: [Si:1]([O:8][C@H:9]1[C@H:16]2[C@H:12]([NH:13][C:14](=[O:17])[O:15]2)[CH2:11][CH2:10]1)([C:4]([CH3:7])([CH3:5])[CH3:6])([CH3:3])[CH3:2]. The catalyst class is: 3. (4) Reactant: [CH2:1]([O:3][C:4](=[O:20])[NH:5][C:6]1[CH:15]=[CH:14][C:13]2[C:8](=[CH:9][CH:10]=[C:11]([O:16][C:17](=[O:19])[CH3:18])[CH:12]=2)[CH:7]=1)[CH3:2].[Cl:21]N1C(=O)CCC1=O.Cl. Product: [CH2:1]([O:3][C:4](=[O:20])[NH:5][C:6]1[CH:15]=[CH:14][C:13]2[C:8](=[CH:9][CH:10]=[C:11]([O:16][C:17](=[O:19])[CH3:18])[CH:12]=2)[C:7]=1[Cl:21])[CH3:2]. The catalyst class is: 15. (5) Reactant: [CH2:1]1[CH2:6][C@H:5]([C:7]([OH:9])=[O:8])[CH2:4][CH2:3][C@H:2]1[CH2:10][NH2:11].[CH3:12][CH:13]([CH3:30])[C:14]([O:16][CH:17]([O:19][C:20](ON1C(=O)CCC1=O)=[O:21])[CH3:18])=[O:15]. Product: [CH3:12][CH:13]([CH3:30])[C:14]([O:16][CH:17]([O:19][C:20]([CH:10]([NH2:11])[C@H:2]1[CH2:3][CH2:4][C@H:5]([C:7]([OH:9])=[O:8])[CH2:6][CH2:1]1)=[O:21])[CH3:18])=[O:15]. The catalyst class is: 761. (6) Reactant: [Cl:1][C:2]1[N:3]=[C:4]([C:21]2[CH:22]=[N:23][CH:24]=[CH:25][CH:26]=2)[N:5]([CH2:12][C:13]2[CH:18]=[C:17]([Cl:19])[CH:16]=[CH:15][C:14]=2[Cl:20])[C:6]=1[C:7]([O:9]CC)=[O:8].[OH-].[Na+].Cl. Product: [Cl:1][C:2]1[N:3]=[C:4]([C:21]2[CH:22]=[N:23][CH:24]=[CH:25][CH:26]=2)[N:5]([CH2:12][C:13]2[CH:18]=[C:17]([Cl:19])[CH:16]=[CH:15][C:14]=2[Cl:20])[C:6]=1[C:7]([OH:9])=[O:8]. The catalyst class is: 36. (7) Reactant: [Cl:1][C:2]1[CH:7]=[CH:6][C:5]([C:8]2[CH:13]=[CH:12][C:11]([CH:14]3[CH2:16][CH2:15]3)=[C:10]([CH:17]3[C:19]4([C:23](=[O:24])[C:22]([CH3:26])([CH3:25])[O:21][C:20]4([CH3:28])[CH3:27])[O:18]3)[CH:9]=2)=[C:4]([F:29])[CH:3]=1.[O-]S(C(F)(F)F)(=O)=O.[Yb+3].[O-]S(C(F)(F)F)(=O)=O.[O-]S(C(F)(F)F)(=O)=O.Cl([O-])(=O)(=O)=O.[Li+]. Product: [Cl:1][C:2]1[CH:7]=[CH:6][C:5]([C:8]2[CH:13]=[CH:12][C:11]([CH:14]3[CH2:15][CH2:16]3)=[C:10]([CH:17]3[C:19](=[O:18])[C:20]([CH3:27])([CH3:28])[O:21][C:22]([CH3:25])([CH3:26])[C:23]3=[O:24])[CH:9]=2)=[C:4]([F:29])[CH:3]=1. The catalyst class is: 27. (8) Product: [CH3:1][O:2][C:3](=[O:31])[CH:4]([C:9]1[CH:14]=[C:13]([OH:15])[CH:12]=[C:11]([OH:23])[CH:10]=1)[CH2:5][CH:6]([CH3:8])[CH3:7]. The catalyst class is: 19. Reactant: [CH3:1][O:2][C:3](=[O:31])[CH:4]([C:9]1[CH:14]=[C:13]([O:15]CC2C=CC=CC=2)[CH:12]=[C:11]([O:23]CC2C=CC=CC=2)[CH:10]=1)[CH2:5][C:6]([CH3:8])=[CH2:7].[OH-].[Na+]. (9) Reactant: [C:1]([O:5][CH:6]1[CH:8]([C:9]2[CH:14]=[CH:13][C:12]([CH3:15])=[CH:11][N:10]=2)[CH:7]1[CH2:16][OH:17])([CH3:4])([CH3:3])[CH3:2].[H-].[Na+].[Cl:20][C:21]1[CH:26]=[C:25](Cl)[N:24]=[C:23]([CH3:28])[N:22]=1. Product: [C:1]([O:5][CH:6]1[CH:8]([C:9]2[CH:14]=[CH:13][C:12]([CH3:15])=[CH:11][N:10]=2)[CH:7]1[CH2:16][O:17][C:25]1[CH:26]=[C:21]([Cl:20])[N:22]=[C:23]([CH3:28])[N:24]=1)([CH3:4])([CH3:3])[CH3:2]. The catalyst class is: 1.